Predict the reactants needed to synthesize the given product. From a dataset of Full USPTO retrosynthesis dataset with 1.9M reactions from patents (1976-2016). (1) Given the product [Br:61][C:58]1[CH:59]=[CH:60][C:55]([NH:54][C:35](=[O:36])[CH:34]([C:38]2[CH:43]=[CH:42][C:41]([N:44]3[C:48]([CH3:49])=[N:47][N:46]=[N:45]3)=[C:40]([C:50]([F:51])([F:53])[F:52])[CH:39]=2)[CH2:33][CH:28]2[CH2:29][CH2:30][CH2:31][CH2:32]2)=[N:56][CH:57]=1, predict the reactants needed to synthesize it. The reactants are: C1(P(C2C=CC=CC=2)C2C=CC=CC=2)C=CC=CC=1.BrN1C(=O)CCC1=O.[CH:28]1([CH2:33][CH:34]([C:38]2[CH:43]=[CH:42][C:41]([N:44]3[C:48]([CH3:49])=[N:47][N:46]=[N:45]3)=[C:40]([C:50]([F:53])([F:52])[F:51])[CH:39]=2)[C:35](O)=[O:36])[CH2:32][CH2:31][CH2:30][CH2:29]1.[NH2:54][C:55]1[CH:60]=[CH:59][C:58]([Br:61])=[CH:57][N:56]=1. (2) The reactants are: [CH3:1][C:2]1([CH3:31])[O:6][C@H:5]2[C@H:7]([NH:12][C:13]3[N:18]4[N:19]=[C:20](B5OC(C)(C)C(C)(C)O5)[CH:21]=[C:17]4[N:16]=[CH:15][CH:14]=3)[CH2:8][C@H:9]([CH2:10][OH:11])[C@H:4]2[O:3]1.[Cl:32][C:33]1[C:42]2[C:37](=[CH:38][CH:39]=[CH:40][CH:41]=2)[C:36](I)=[CH:35][CH:34]=1.ClCCl.C(=O)([O-])[O-].[Cs+].[Cs+].O. Given the product [Cl:32][C:33]1[C:42]2[C:37](=[CH:38][CH:39]=[CH:40][CH:41]=2)[C:36]([C:20]2[CH:21]=[C:17]3[N:16]=[CH:15][CH:14]=[C:13]([NH:12][C@H:7]4[C@@H:5]5[O:6][C:2]([CH3:1])([CH3:31])[O:3][C@@H:4]5[C@@H:9]([CH2:10][OH:11])[CH2:8]4)[N:18]3[N:19]=2)=[CH:35][CH:34]=1, predict the reactants needed to synthesize it. (3) Given the product [F:23][C:21]([C:3]1[CH:4]=[C:5]([CH:19]=[CH:20][C:2]=1[B:33]1[O:34][C:35]([CH3:37])([CH3:36])[C:31]([CH3:47])([CH3:30])[O:32]1)[C:6]([NH:8][C:9]1[CH:14]=[C:13]([C:15]([F:18])([F:17])[F:16])[CH:12]=[CH:11][N:10]=1)=[O:7])([F:24])[CH3:22], predict the reactants needed to synthesize it. The reactants are: Br[C:2]1[CH:20]=[CH:19][C:5]([C:6]([NH:8][C:9]2[CH:14]=[C:13]([C:15]([F:18])([F:17])[F:16])[CH:12]=[CH:11][N:10]=2)=[O:7])=[CH:4][C:3]=1[C:21]([F:24])([F:23])[CH3:22].CC([O-])=O.[K+].[CH3:30][C:31]1([CH3:47])[C:35]([CH3:37])([CH3:36])[O:34][B:33](C2C=CC(C(N)=O)=CC=2)[O:32]1.